Dataset: Full USPTO retrosynthesis dataset with 1.9M reactions from patents (1976-2016). Task: Predict the reactants needed to synthesize the given product. (1) The reactants are: [CH:1]1[C:10]2[CH2:9][CH2:8][CH2:7][CH2:6][C:5]=2[CH:4]=[CH:3][N:2]=1.C(=O)([O-])[O-].[K+].[K+].[CH3:17][S:18]([O:21][CH2:22][CH2:23][S:24][S:25][CH2:26][CH2:27]OS(C)(=O)=O)(=[O:20])=[O:19]. Given the product [CH3:17][S:18]([O-:21])(=[O:20])=[O:19].[CH3:17][S:18]([O-:21])(=[O:20])=[O:19].[S:25]([CH2:26][CH2:27][N+:2]1[CH:3]=[CH:4][C:5]2[CH2:6][CH2:7][CH2:8][CH2:9][C:10]=2[CH:1]=1)[S:24][CH2:23][CH2:22][N+:2]1[CH:3]=[CH:4][C:5]2[CH2:6][CH2:7][CH2:8][CH2:9][C:10]=2[CH:1]=1, predict the reactants needed to synthesize it. (2) The reactants are: [OH-].[Na+].[CH2:3]([O:10][C:11]1[CH:16]=[CH:15][C:14]([CH:17]([OH:23])[CH2:18][NH:19][CH2:20][CH2:21][CH3:22])=[CH:13][CH:12]=1)[C:4]1[CH:9]=[CH:8][CH:7]=[CH:6][CH:5]=1.Cl[CH2:25][C:26](Cl)=[O:27].[OH-].[K+]. Given the product [CH2:3]([O:10][C:11]1[CH:12]=[CH:13][C:14]([CH:17]2[CH2:18][N:19]([CH2:20][CH2:21][CH3:22])[C:26](=[O:27])[CH2:25][O:23]2)=[CH:15][CH:16]=1)[C:4]1[CH:5]=[CH:6][CH:7]=[CH:8][CH:9]=1, predict the reactants needed to synthesize it.